This data is from Reaction yield outcomes from USPTO patents with 853,638 reactions. The task is: Predict the reaction yield, written as a fraction of the theoretical maximum amount of product (1.0 means a 100% yield; for example, 0.34 means a 34% yield). (1) The reactants are [NH2:1][CH2:2][CH2:3][CH2:4][O:5][C:6]1[CH:11]=[CH:10][C:9]([F:12])=[CH:8][C:7]=1[C@H:13]1[CH2:17][CH2:16][CH2:15][N:14]1[C:18]1[CH:23]=[CH:22][N:21]2[N:24]=[CH:25][C:26]([CH2:27]O)=[C:20]2[N:19]=1.C1C=CC(P(C2C=CC=CC=2)C2C=CC=CC=2)=CC=1.ClC(Cl)(Cl)Cl. The catalyst is C(Cl)Cl. The product is [F:12][C:9]1[CH:8]=[C:7]2[C:6](=[CH:11][CH:10]=1)[O:5][CH2:4][CH2:3][CH2:2][NH:1][CH2:27][C:26]1=[C:20]3[N:19]=[C:18]([CH:23]=[CH:22][N:21]3[N:24]=[CH:25]1)[N:14]1[C@@H:13]2[CH2:17][CH2:16][CH2:15]1. The yield is 0.575. (2) The catalyst is Cl.O=[Pt]=O.CCO. The reactants are [Cl:1][C:2]1[CH:7]=[CH:6][C:5]([N:8]2[C:12]([CH:13]([CH3:15])[CH3:14])=[C:11]([NH:16][C:17]([CH:19]3[N:24]4[C:25]([CH3:32])=[N:26][C:27]([C:28]([F:31])([F:30])[F:29])=[C:23]4[CH:22]=[CH:21][CH2:20]3)=[O:18])[CH:10]=[N:9]2)=[CH:4][CH:3]=1.C(O)(C(F)(F)F)=O. The yield is 0.270. The product is [Cl:1][C:2]1[CH:3]=[CH:4][C:5]([N:8]2[C:12]([CH:13]([CH3:15])[CH3:14])=[C:11]([NH:16][C:17]([CH:19]3[N:24]4[C:25]([CH3:32])=[N:26][C:27]([C:28]([F:31])([F:29])[F:30])=[C:23]4[CH2:22][CH2:21][CH2:20]3)=[O:18])[CH:10]=[N:9]2)=[CH:6][CH:7]=1.